This data is from Forward reaction prediction with 1.9M reactions from USPTO patents (1976-2016). The task is: Predict the product of the given reaction. (1) Given the reactants [C:1]([C:3]1[C:4]([CH3:28])=[C:5]([C@H:11]2[O:16][CH2:15][C@@H:14]3[CH2:17][N:18]([C:21]([O:23][C:24]([CH3:27])([CH3:26])[CH3:25])=[O:22])[CH2:19][CH2:20][N:13]3[CH2:12]2)[CH:6]=[C:7]([CH3:10])[C:8]=1[F:9])#[N:2].FC1C(C#N)=C(C)C([C@H]2OC[C@H]3CNCCN3C2)=CC=1, predict the reaction product. The product is: [C:1]([C:3]1[C:4]([CH3:28])=[C:5]([C@H:11]2[O:16][CH2:15][C@H:14]3[CH2:17][N:18]([C:21]([O:23][C:24]([CH3:26])([CH3:25])[CH3:27])=[O:22])[CH2:19][CH2:20][N:13]3[CH2:12]2)[CH:6]=[C:7]([CH3:10])[C:8]=1[F:9])#[N:2]. (2) Given the reactants [CH2:1]([O:8][C:9]([N:11]1[CH2:16][CH2:15][N:14]2[C:17]([CH3:23])=[C:18]([C:20](O)=O)[N:19]=[C:13]2[CH2:12]1)=[O:10])[C:2]1[CH:7]=[CH:6][CH:5]=[CH:4][CH:3]=1.C(Cl)(=O)C(Cl)=O.[Cl:30][C:31]1[CH:32]=[C:33]([CH:38]=[CH:39][C:40]=1[O:41][CH:42]([CH3:44])[CH3:43])/[C:34](=[N:36]\[OH:37])/[NH2:35].C(Cl)(=O)C, predict the reaction product. The product is: [CH2:1]([O:8][C:9]([N:11]1[CH2:16][CH2:15][N:14]2[C:17]([CH3:23])=[C:18]([C:20]3[O:37][N:36]=[C:34]([C:33]4[CH:38]=[CH:39][C:40]([O:41][CH:42]([CH3:44])[CH3:43])=[C:31]([Cl:30])[CH:32]=4)[N:35]=3)[N:19]=[C:13]2[CH2:12]1)=[O:10])[C:2]1[CH:3]=[CH:4][CH:5]=[CH:6][CH:7]=1. (3) Given the reactants CS([C:4]1[N:9]=[CH:8][C:7]2=[CH:10][CH:11]=[C:12]([C:13]3[CH:14]=[N:15][CH:16]=[CH:17][CH:18]=3)[N:6]2[N:5]=1)=O.[NH2:19][C:20]1[CH:31]=[CH:30][C:23]2[N:24]([CH3:29])[C:25](=[O:28])[CH2:26][O:27][C:22]=2[CH:21]=1, predict the reaction product. The product is: [CH3:29][N:24]1[C:23]2[CH:30]=[CH:31][C:20]([NH:19][C:4]3[N:9]=[CH:8][C:7]4=[CH:10][CH:11]=[C:12]([C:13]5[CH:14]=[N:15][CH:16]=[CH:17][CH:18]=5)[N:6]4[N:5]=3)=[CH:21][C:22]=2[O:27][CH2:26][C:25]1=[O:28]. (4) Given the reactants [CH2:1]([NH2:8])[C:2]1[CH:7]=[CH:6][CH:5]=[CH:4][CH:3]=1.C(N[S:13]([C:16]1[CH:17]=[C:18]2[C:22](=[CH:23][CH:24]=1)[NH:21][C:20](=[O:25])[C:19]2=[O:26])(=[O:15])=[O:14])CC, predict the reaction product. The product is: [CH2:1]([NH:8][S:13]([C:16]1[CH:17]=[C:18]2[C:22](=[CH:23][CH:24]=1)[NH:21][C:20](=[O:25])[C:19]2=[O:26])(=[O:14])=[O:15])[C:2]1[CH:7]=[CH:6][CH:5]=[CH:4][CH:3]=1. (5) Given the reactants Br[C:2]1[CH:3]=[CH:4][C:5]2[O:11][CH2:10][CH2:9][N:8]3[CH:12]=[C:13]([C:15]4[N:19]([CH:20]([CH3:22])[CH3:21])[N:18]=[CH:17][N:16]=4)[N:14]=[C:7]3[C:6]=2[CH:23]=1.[F:24][C:25]1[C:30](B(O)O)=[CH:29][CH:28]=[CH:27][N:26]=1.C([O-])(=O)C.[K+].CN(C=O)C, predict the reaction product. The product is: [F:24][C:25]1[C:30]([C:2]2[CH:3]=[CH:4][C:5]3[O:11][CH2:10][CH2:9][N:8]4[CH:12]=[C:13]([C:15]5[N:19]([CH:20]([CH3:22])[CH3:21])[N:18]=[CH:17][N:16]=5)[N:14]=[C:7]4[C:6]=3[CH:23]=2)=[CH:29][CH:28]=[CH:27][N:26]=1. (6) Given the reactants Br[CH2:2][C:3]1[CH:8]=[CH:7][C:6]([CH2:9][CH2:10][N:11]2[CH:16]=[CH:15][C:14]([O:17][CH2:18][C:19]3[CH:24]=[CH:23][C:22]([F:25])=[CH:21][CH:20]=3)=[CH:13][C:12]2=[O:26])=[CH:5][CH:4]=1.N1CCCC1.CN(C=[O:36])C, predict the reaction product. The product is: [F:25][C:22]1[CH:23]=[CH:24][C:19]([CH2:18][O:17][C:14]2[CH:15]=[CH:16][N:11]([CH2:10][CH2:9][C:6]3[CH:7]=[CH:8][C:3]([CH2:2][OH:36])=[CH:4][CH:5]=3)[C:12](=[O:26])[CH:13]=2)=[CH:20][CH:21]=1.